From a dataset of Reaction yield outcomes from USPTO patents with 853,638 reactions. Predict the reaction yield, written as a fraction of the theoretical maximum amount of product (1.0 means a 100% yield; for example, 0.34 means a 34% yield). The reactants are [F:1][C:2]1[C:3]([F:34])=[CH:4][C:5]2[O:33][CH2:32][C:8]3([C:16]4[C:11](=[CH:12][CH:13]=[CH:14][CH:15]=4)[N:10]([CH2:17][CH:18]4[CH2:23][CH2:22][N:21](C(OC(C)(C)C)=O)[CH2:20][CH2:19]4)[C:9]3=[O:31])[C:6]=2[CH:7]=1.[ClH:35].O1CCOCC1. The catalyst is CO.ClCCl.C(OCC)C. The product is [ClH:35].[F:1][C:2]1[C:3]([F:34])=[CH:4][C:5]2[O:33][CH2:32][C:8]3([C:16]4[C:11](=[CH:12][CH:13]=[CH:14][CH:15]=4)[N:10]([CH2:17][CH:18]4[CH2:19][CH2:20][NH:21][CH2:22][CH2:23]4)[C:9]3=[O:31])[C:6]=2[CH:7]=1. The yield is 0.880.